Regression. Given two drug SMILES strings and cell line genomic features, predict the synergy score measuring deviation from expected non-interaction effect. From a dataset of NCI-60 drug combinations with 297,098 pairs across 59 cell lines. (1) Drug 1: C1=CC(=CC=C1CCC2=CNC3=C2C(=O)NC(=N3)N)C(=O)NC(CCC(=O)O)C(=O)O. Drug 2: C(CC(=O)O)C(=O)CN.Cl. Cell line: SF-295. Synergy scores: CSS=23.6, Synergy_ZIP=-7.75, Synergy_Bliss=-8.73, Synergy_Loewe=-8.58, Synergy_HSA=-5.32. (2) Drug 2: CC1CCC2CC(C(=CC=CC=CC(CC(C(=O)C(C(C(=CC(C(=O)CC(OC(=O)C3CCCCN3C(=O)C(=O)C1(O2)O)C(C)CC4CCC(C(C4)OC)OCCO)C)C)O)OC)C)C)C)OC. Drug 1: C1CCC(CC1)NC(=O)N(CCCl)N=O. Synergy scores: CSS=35.9, Synergy_ZIP=0.322, Synergy_Bliss=1.99, Synergy_Loewe=3.45, Synergy_HSA=4.82. Cell line: UACC62. (3) Drug 1: CC1=C(C=C(C=C1)NC2=NC=CC(=N2)N(C)C3=CC4=NN(C(=C4C=C3)C)C)S(=O)(=O)N.Cl. Drug 2: CN1C2=C(C=C(C=C2)N(CCCl)CCCl)N=C1CCCC(=O)O.Cl. Cell line: SN12C. Synergy scores: CSS=-0.0400, Synergy_ZIP=-0.379, Synergy_Bliss=-0.618, Synergy_Loewe=-3.43, Synergy_HSA=-1.50. (4) Drug 1: CCC1=C2CN3C(=CC4=C(C3=O)COC(=O)C4(CC)O)C2=NC5=C1C=C(C=C5)O. Drug 2: CN(CCCl)CCCl.Cl. Cell line: OVCAR-4. Synergy scores: CSS=7.60, Synergy_ZIP=2.77, Synergy_Bliss=0.452, Synergy_Loewe=-5.18, Synergy_HSA=0.352. (5) Drug 2: C#CCC(CC1=CN=C2C(=N1)C(=NC(=N2)N)N)C3=CC=C(C=C3)C(=O)NC(CCC(=O)O)C(=O)O. Cell line: OVCAR-5. Drug 1: CN(C)N=NC1=C(NC=N1)C(=O)N. Synergy scores: CSS=0.539, Synergy_ZIP=-2.47, Synergy_Bliss=-5.02, Synergy_Loewe=-5.31, Synergy_HSA=-5.22. (6) Drug 1: C(=O)(N)NO. Drug 2: C1CN(CCN1C(=O)CCBr)C(=O)CCBr. Cell line: A549. Synergy scores: CSS=18.4, Synergy_ZIP=7.75, Synergy_Bliss=3.67, Synergy_Loewe=-13.2, Synergy_HSA=1.03. (7) Drug 1: CC12CCC3C(C1CCC2NC(=O)OCC(F)(F)F)CCC4C3(C=CC(=O)N4C)C. Drug 2: CCC1(CC2CC(C3=C(CCN(C2)C1)C4=CC=CC=C4N3)(C5=C(C=C6C(=C5)C78CCN9C7C(C=CC9)(C(C(C8N6C)(C(=O)OC)O)OC(=O)C)CC)OC)C(=O)OC)O. Cell line: HT29. Synergy scores: CSS=27.7, Synergy_ZIP=-5.16, Synergy_Bliss=-8.82, Synergy_Loewe=-15.7, Synergy_HSA=-8.36.